This data is from Reaction yield outcomes from USPTO patents with 853,638 reactions. The task is: Predict the reaction yield, written as a fraction of the theoretical maximum amount of product (1.0 means a 100% yield; for example, 0.34 means a 34% yield). (1) The reactants are Br[C:2]1[CH:3]=[C:4]2[C:11]3([CH:15]=[C:14]([F:16])[C:13]([NH2:17])=[N:12]3)[C:10]([CH3:19])([CH3:18])[CH2:9][O:8][C:5]2=[CH:6][CH:7]=1.[F:20][C:21]1[CH:22]=[C:23](B(O)O)[CH:24]=[N:25][CH:26]=1. No catalyst specified. The product is [F:16][C:14]1[C:13]([NH2:17])=[N:12][C:11]2([C:4]3[C:5](=[CH:6][CH:7]=[C:2]([C:23]4[CH:24]=[N:25][CH:26]=[C:21]([F:20])[CH:22]=4)[CH:3]=3)[O:8][CH2:9][C:10]2([CH3:19])[CH3:18])[CH:15]=1. The yield is 0.140. (2) The catalyst is C(#N)C.CCOC(C)=O.O.[Cu]Br. The reactants are N([O-])=O.[Na+].N[C:6]1[CH:11]=[CH:10][C:9]([N:12]([C:17]2[C:36]([CH:37]3[CH2:39][CH2:38]3)=[CH:35][C:20]3[C:21]([C:31]([NH:33][CH3:34])=[O:32])=[C:22]([C:24]4[CH:29]=[CH:28][C:27]([F:30])=[CH:26][CH:25]=4)[O:23][C:19]=3[CH:18]=2)[S:13]([CH3:16])(=[O:15])=[O:14])=[CH:8][C:7]=1[CH:40]([F:42])[F:41].[BrH:43]. The product is [Br:43][C:6]1[CH:11]=[CH:10][C:9]([N:12]([C:17]2[C:36]([CH:37]3[CH2:39][CH2:38]3)=[CH:35][C:20]3[C:21]([C:31]([NH:33][CH3:34])=[O:32])=[C:22]([C:24]4[CH:29]=[CH:28][C:27]([F:30])=[CH:26][CH:25]=4)[O:23][C:19]=3[CH:18]=2)[S:13]([CH3:16])(=[O:15])=[O:14])=[CH:8][C:7]=1[CH:40]([F:42])[F:41]. The yield is 0.390. (3) The reactants are C([NH:5][S:6]([C:9]1[CH:10]=[C:11]([C:15]2[CH:20]=[CH:19][CH:18]=[C:17]([C:21]3[N:26]=[C:25]([C:27]4[CH:32]=[CH:31][C:30]([Cl:33])=[C:29]([Cl:34])[CH:28]=4)[CH:24]=[C:23]([C:35]([F:38])([F:37])[F:36])[N:22]=3)[CH:16]=2)[CH:12]=[CH:13][CH:14]=1)(=[O:8])=[O:7])(C)(C)C.C(O)(C(F)(F)F)=O. The catalyst is ClCCl. The product is [Cl:34][C:29]1[CH:28]=[C:27]([C:25]2[CH:24]=[C:23]([C:35]([F:38])([F:36])[F:37])[N:22]=[C:21]([C:17]3[CH:16]=[C:15]([C:11]4[CH:12]=[CH:13][CH:14]=[C:9]([S:6]([NH2:5])(=[O:7])=[O:8])[CH:10]=4)[CH:20]=[CH:19][CH:18]=3)[N:26]=2)[CH:32]=[CH:31][C:30]=1[Cl:33]. The yield is 0.720. (4) The reactants are [NH:1]([C:3]1[CH:11]=[CH:10][C:6]([C:7]([OH:9])=[O:8])=[CH:5][CH:4]=1)N.[CH:12]([C:15]([CH3:17])=O)([CH3:14])[CH3:13]. The catalyst is C(O)(=O)C. The product is [CH3:17][C:15]1[C:12]([CH3:14])([CH3:13])[C:11]2[C:3](=[CH:4][CH:5]=[C:6]([C:7]([OH:9])=[O:8])[CH:10]=2)[N:1]=1. The yield is 0.800. (5) The reactants are [Cl:1][C:2]1[N:3]=[N:4][C:5](Cl)=[CH:6][CH:7]=1.[CH3:9][N:10]1[CH:14]=[C:13](B2OC(C)(C)C(C)(C)O2)[CH:12]=[N:11]1.C(=O)([O-])[O-].[K+].[K+]. The catalyst is O1CCOCC1.O.Cl[Pd](Cl)([P](C1C=CC=CC=1)(C1C=CC=CC=1)C1C=CC=CC=1)[P](C1C=CC=CC=1)(C1C=CC=CC=1)C1C=CC=CC=1. The product is [Cl:1][C:2]1[N:3]=[N:4][C:5]([C:13]2[CH:12]=[N:11][N:10]([CH3:9])[CH:14]=2)=[CH:6][CH:7]=1. The yield is 0.540.